Dataset: Peptide-MHC class II binding affinity with 134,281 pairs from IEDB. Task: Regression. Given a peptide amino acid sequence and an MHC pseudo amino acid sequence, predict their binding affinity value. This is MHC class II binding data. (1) The peptide sequence is ISGSSARYDVALSEQ. The MHC is DRB1_0404 with pseudo-sequence DRB1_0404. The binding affinity (normalized) is 0.377. (2) The peptide sequence is AAFSRMLSLFFRQHI. The MHC is DRB1_1001 with pseudo-sequence DRB1_1001. The binding affinity (normalized) is 0.737. (3) The peptide sequence is SSKAATAKAPGLVPK. The MHC is DRB1_1001 with pseudo-sequence DRB1_1001. The binding affinity (normalized) is 0.443. (4) The peptide sequence is NISGYNYSLSAAVKA. The MHC is DRB3_0101 with pseudo-sequence DRB3_0101. The binding affinity (normalized) is 0.398. (5) The peptide sequence is TCDDPRFQDSSSSKAPPPSLPSPSRLPGPSDTPILPQ. The MHC is DRB1_1302 with pseudo-sequence DRB1_1302. The binding affinity (normalized) is 0. (6) The peptide sequence is LLGLLAPLASAQLSR. The MHC is HLA-DQA10101-DQB10501 with pseudo-sequence HLA-DQA10101-DQB10501. The binding affinity (normalized) is 0.0631.